Dataset: NCI-60 drug combinations with 297,098 pairs across 59 cell lines. Task: Regression. Given two drug SMILES strings and cell line genomic features, predict the synergy score measuring deviation from expected non-interaction effect. (1) Drug 1: C1=CC=C(C(=C1)C(C2=CC=C(C=C2)Cl)C(Cl)Cl)Cl. Drug 2: C1=NC2=C(N1)C(=S)N=CN2. Cell line: SW-620. Synergy scores: CSS=21.5, Synergy_ZIP=-5.08, Synergy_Bliss=3.01, Synergy_Loewe=-21.0, Synergy_HSA=2.96. (2) Drug 1: CC12CCC3C(C1CCC2=O)CC(=C)C4=CC(=O)C=CC34C. Drug 2: CC(C)NC(=O)C1=CC=C(C=C1)CNNC.Cl. Cell line: NCI-H322M. Synergy scores: CSS=11.4, Synergy_ZIP=8.91, Synergy_Bliss=8.60, Synergy_Loewe=-3.25, Synergy_HSA=7.23. (3) Drug 1: CS(=O)(=O)CCNCC1=CC=C(O1)C2=CC3=C(C=C2)N=CN=C3NC4=CC(=C(C=C4)OCC5=CC(=CC=C5)F)Cl. Drug 2: CC(C)(C#N)C1=CC(=CC(=C1)CN2C=NC=N2)C(C)(C)C#N. Cell line: CCRF-CEM. Synergy scores: CSS=-8.58, Synergy_ZIP=9.26, Synergy_Bliss=8.14, Synergy_Loewe=-7.46, Synergy_HSA=-3.20. (4) Drug 1: CC(C1=C(C=CC(=C1Cl)F)Cl)OC2=C(N=CC(=C2)C3=CN(N=C3)C4CCNCC4)N. Drug 2: C1=NC(=NC(=O)N1C2C(C(C(O2)CO)O)O)N. Cell line: T-47D. Synergy scores: CSS=0.923, Synergy_ZIP=2.56, Synergy_Bliss=5.77, Synergy_Loewe=3.62, Synergy_HSA=3.18. (5) Drug 1: CC1C(C(=O)NC(C(=O)N2CCCC2C(=O)N(CC(=O)N(C(C(=O)O1)C(C)C)C)C)C(C)C)NC(=O)C3=C4C(=C(C=C3)C)OC5=C(C(=O)C(=C(C5=N4)C(=O)NC6C(OC(=O)C(N(C(=O)CN(C(=O)C7CCCN7C(=O)C(NC6=O)C(C)C)C)C)C(C)C)C)N)C. Drug 2: C1CNP(=O)(OC1)N(CCCl)CCCl. Cell line: RXF 393. Synergy scores: CSS=4.87, Synergy_ZIP=-4.12, Synergy_Bliss=-2.08, Synergy_Loewe=-8.06, Synergy_HSA=-2.32. (6) Drug 1: C1=C(C(=O)NC(=O)N1)N(CCCl)CCCl. Drug 2: C(CN)CNCCSP(=O)(O)O. Cell line: ACHN. Synergy scores: CSS=51.2, Synergy_ZIP=-1.24, Synergy_Bliss=0.669, Synergy_Loewe=-25.6, Synergy_HSA=1.20.